From a dataset of Antibody paratope prediction from SAbDab with 1,023 antibody chains. Token-level Classification. Given an antibody amino acid sequence, predict which amino acid positions are active in antigen binding. Output is a list of indices for active paratope positions. (1) Given the antibody sequence: VQLQESGPSLVKPSQTLSLTCSVTGDSITSDYWSWIRKFPGNRLEYMGFVSYSGSTYYNPSLKSRISITRDTSKNQYYLDLNSVTTEDTATYYCANWDGDYWGQGTLVTVS, which amino acid positions are active in antigen binding (paratope)? The paratope positions are: [51, 52, 81, 82, 83]. (2) Given the antibody sequence: EVQLVQSGAEVKKPGESLKISCKGSGYSFTDYYMKWARQMPGKGLEWMGDIIPSNGATFYNQKFKGQVTISADKSISTTYLQWSSLKASDTAMYYCARSHLLRASWFAYWGQGTMVTVSS, which amino acid positions are active in antigen binding (paratope)? The paratope positions are: [52, 83, 84, 85, 104, 105, 106]. (3) Given the antibody sequence: EIVLTQSPGTLSLSPGERATLSCRASQRVSSSYLAWYQQKPGQAPRLLIYDASSRATGIPDRFSGSGSGTDFTLTISRLEPEDFAVYYCQQYGSLPWTFGQGTKVEIK, which amino acid positions are active in antigen binding (paratope)? The paratope positions are: [30]. (4) Given the antibody sequence: NIVLTQSPVSLAVSLGQRATISCRASKSVSTSGYSYMHWYQQKPGQPPRLLLYLGSNLESGVPARFSGSGSGTDFTLNIHPVEEEDAATYYCQHIRELTRSFGGGTKLEIK, which amino acid positions are active in antigen binding (paratope)? The paratope positions are: [30, 31, 32, 33]. (5) Given the antibody sequence: QIQLVQSGPELKKPGETVKISCKASGYTFINYGMNWVKQAPGKGLKWMGWKNTNTGETTYGEEFRGRFAFSLETSVSTAYLQINNLKNEDTATYFCARDNPYYALDYWGQGTTVTVSS, which amino acid positions are active in antigen binding (paratope)? The paratope positions are: [52, 83, 84, 85, 104]. (6) Given the antibody sequence: EVHLMQSGTEMKKPGASVRVTCQTSGYTFSDYFIHWLRQVPGRGFEWMGWMNPQWGQVNYARTFQGRVTMTRDVYREVAYLDLRSLTFADTAVYFCARRMRSQDREWDFQHWGQGTRIIVSS, which amino acid positions are active in antigen binding (paratope)? The paratope positions are: [52, 83, 84, 85, 104, 105, 106, 107, 108].